This data is from Peptide-MHC class II binding affinity with 134,281 pairs from IEDB. The task is: Regression. Given a peptide amino acid sequence and an MHC pseudo amino acid sequence, predict their binding affinity value. This is MHC class II binding data. (1) The peptide sequence is FESTGNLIAPEYGFKISY. The MHC is DRB1_0405 with pseudo-sequence DRB1_0405. The binding affinity (normalized) is 0.499. (2) The peptide sequence is PNRDGDSYYYSEPTS. The MHC is HLA-DQA10102-DQB10501 with pseudo-sequence HLA-DQA10102-DQB10501. The binding affinity (normalized) is 0.